From a dataset of Full USPTO retrosynthesis dataset with 1.9M reactions from patents (1976-2016). Predict the reactants needed to synthesize the given product. Given the product [CH3:2][CH2:1][O:3]/[C:45](/[C:46]1[CH:51]=[CH:50][C:49]([C:52]2[CH:57]=[CH:56][CH:55]=[C:54]([N:58]([CH3:72])[C:59]([NH:61][C:62]3[CH:63]=[CH:64][C:65]([C:68]([F:70])([F:69])[F:71])=[CH:66][CH:67]=3)=[O:60])[CH:53]=2)=[CH:48][CH:47]=1)=[CH:41]\[C:42]([OH:44])=[O:43], predict the reactants needed to synthesize it. The reactants are: [CH2:1]([O:3]/C(=C\C1C=CC(C2C=CC=C(N(C)C(NC3C=CC(C(F)(F)F)=CC=3)=O)C=2)=CC=1)/C(OCC)=O)[CH3:2].C(O/[C:41](=[CH:45]\[C:46]1[CH:51]=[CH:50][C:49]([C:52]2[CH:57]=[CH:56][CH:55]=[C:54]([N:58]([CH3:72])[C:59]([NH:61][C:62]3[CH:67]=[CH:66][C:65]([C:68]([F:71])([F:70])[F:69])=[CH:64][CH:63]=3)=[O:60])[CH:53]=2)=[CH:48][CH:47]=1)/[C:42]([OH:44])=[O:43])C.